Dataset: Peptide-MHC class II binding affinity with 134,281 pairs from IEDB. Task: Regression. Given a peptide amino acid sequence and an MHC pseudo amino acid sequence, predict their binding affinity value. This is MHC class II binding data. (1) The peptide sequence is EFRNDWILESDHLIS. The MHC is DRB1_0802 with pseudo-sequence DRB1_0802. The binding affinity (normalized) is 0. (2) The peptide sequence is LSFLHLTRADLSYPSHC. The MHC is DRB1_0302 with pseudo-sequence DRB1_0302. The binding affinity (normalized) is 0. (3) The peptide sequence is QTDIPSEPWNTGHDW. The MHC is DRB1_0404 with pseudo-sequence DRB1_0404. The binding affinity (normalized) is 0. (4) The peptide sequence is DKAVSGLRSLTTLLR. The MHC is DRB1_0405 with pseudo-sequence DRB1_0405. The binding affinity (normalized) is 0.491. (5) The binding affinity (normalized) is 0.205. The MHC is DRB1_0901 with pseudo-sequence DRB1_0901. The peptide sequence is YASGKVWGQKYFKGN.